Dataset: Forward reaction prediction with 1.9M reactions from USPTO patents (1976-2016). Task: Predict the product of the given reaction. (1) Given the reactants [C:1]([O-:5])(=[O:4])[CH:2]=[CH2:3].[CH2:6]([NH:8][CH2:9][CH3:10])[CH3:7].C(C1C=CC(P([O-])([O-])[O-])=C(CCCCCCCCC)C=1CCCCCCCCC)CCCCCCCC, predict the reaction product. The product is: [C:1]([O-:5])(=[O:4])[CH:2]=[CH2:3].[CH2:6]([NH:8][CH2:9][CH3:10])[CH3:7]. (2) Given the reactants N[C:2]1[CH:7]=[CH:6][C:5]([CH2:8][C@H:9]([NH:14][C:15]([O:17][C:18]([CH3:21])([CH3:20])[CH3:19])=[O:16])[C:10]([O:12][CH3:13])=[O:11])=[CH:4][C:3]=1[Br:22].N([O-])=O.[Na+].[I-:27].[K+], predict the reaction product. The product is: [Br:22][C:3]1[CH:4]=[C:5]([CH2:8][C@H:9]([NH:14][C:15]([O:17][C:18]([CH3:21])([CH3:20])[CH3:19])=[O:16])[C:10]([O:12][CH3:13])=[O:11])[CH:6]=[CH:7][C:2]=1[I:27]. (3) Given the reactants C(O[C:6]([N:8]1[CH2:12][C:11](=[N:13][O:14][CH2:15][CH3:16])[CH2:10][C@H:9]1[C:17]([OH:19])=O)=[O:7])(C)(C)C.[C:20]1([CH:26]([C:30]2[CH:35]=[CH:34][CH:33]=[CH:32][CH:31]=2)C(Cl)=O)[CH:25]=[CH:24][CH:23]=[CH:22][CH:21]=1.[CH2:36]([NH2:43])[C:37]1[CH:42]=[CH:41][CH:40]=[CH:39][CH:38]=1, predict the reaction product. The product is: [CH2:36]([NH:43][C:17]([C@@H:9]1[CH2:10][C:11](=[N:13][O:14][CH2:15][CH3:16])[CH2:12][N:8]1[C:6](=[O:7])[CH:26]([C:20]1[CH:21]=[CH:22][CH:23]=[CH:24][CH:25]=1)[C:30]1[CH:31]=[CH:32][CH:33]=[CH:34][CH:35]=1)=[O:19])[C:37]1[CH:42]=[CH:41][CH:40]=[CH:39][CH:38]=1. (4) Given the reactants [CH2:1]([NH:3][C:4]1[CH:9]=[CH:8][CH:7]=[CH:6][CH:5]=1)[CH3:2].F[C:11]1[CH:18]=[CH:17][C:14]([C:15]#[N:16])=[CH:13][CH:12]=1, predict the reaction product. The product is: [NH2:16][CH2:15][C:14]1[CH:17]=[CH:18][C:11]([N:3]([CH2:1][CH3:2])[C:4]2[CH:9]=[CH:8][CH:7]=[CH:6][CH:5]=2)=[CH:12][CH:13]=1. (5) Given the reactants Cl.[NH2:2][C@H:3]([C:9]([OH:11])=O)[CH2:4][CH2:5][CH2:6][CH2:7][NH2:8].[OH-].[Na+].C(O)C(O)C, predict the reaction product. The product is: [NH2:2][CH:3]1[CH2:4][CH2:5][CH2:6][CH2:7][NH:8][C:9]1=[O:11].